Dataset: Forward reaction prediction with 1.9M reactions from USPTO patents (1976-2016). Task: Predict the product of the given reaction. (1) The product is: [Cl:37][C:24]1[C:23]2[C:27](=[CH:28][CH:29]=[C:21]([C:18]3[N:17]=[C:16]([C:9]4[S:10][C:11]([C:12]([F:15])([F:14])[F:13])=[C:7]([C:1]5[CH:2]=[CH:3][CH:4]=[CH:5][CH:6]=5)[CH:8]=4)[O:20][N:19]=3)[CH:22]=2)[NH:26][CH:25]=1. Given the reactants [C:1]1([C:7]2[CH:8]=[C:9]([C:16]3[O:20][N:19]=[C:18]([C:21]4[CH:22]=[C:23]5[C:27](=[CH:28][CH:29]=4)[NH:26][CH:25]=[CH:24]5)[N:17]=3)[S:10][C:11]=2[C:12]([F:15])([F:14])[F:13])[CH:6]=[CH:5][CH:4]=[CH:3][CH:2]=1.C1C(=O)N([Cl:37])C(=O)C1, predict the reaction product. (2) Given the reactants [H-].[Al+3].[Li+].[H-].[H-].[H-].[NH:7]([S:14]([C:17]1[CH:26]=[CH:25][C:24]([O:27][CH3:28])=[C:23]2[C:18]=1[CH2:19][CH2:20][C@H:21]([NH:29][C:30](=O)OCC)[CH2:22]2)(=[O:16])=[O:15])[C:8]1[CH:13]=[CH:12][CH:11]=[CH:10][CH:9]=1, predict the reaction product. The product is: [CH3:28][O:27][C:24]1[C:23]2[CH2:22][C@@H:21]([NH:29][CH3:30])[CH2:20][CH2:19][C:18]=2[C:17]([S:14]([NH:7][C:8]2[CH:9]=[CH:10][CH:11]=[CH:12][CH:13]=2)(=[O:15])=[O:16])=[CH:26][CH:25]=1. (3) Given the reactants [N:1]1([C:7]([N:9]2[CH2:14][CH:13]([C:15]3[CH:20]=[CH:19][C:18]([C:21]([F:24])([F:23])[F:22])=[CH:17][CH:16]=3)[CH2:12][CH:11]([CH2:25][OH:26])[CH2:10]2)=[O:8])[CH2:6][CH2:5][O:4][CH2:3][CH2:2]1.[CH2:27]([N:31]=[C:32]=[O:33])[CH:28](C)[CH3:29], predict the reaction product. The product is: [CH2:27]([NH:31][C:32](=[O:33])[O:26][CH2:25][CH:11]1[CH2:12][CH:13]([C:15]2[CH:20]=[CH:19][C:18]([C:21]([F:22])([F:23])[F:24])=[CH:17][CH:16]=2)[CH2:14][N:9]([C:7]([N:1]2[CH2:6][CH2:5][O:4][CH2:3][CH2:2]2)=[O:8])[CH2:10]1)[CH2:28][CH3:29]. (4) Given the reactants [N+:1]([C:4]1[C:5](O)=[N:6][CH:7]=[C:8]([C:10]([F:13])([F:12])[F:11])[CH:9]=1)([O-:3])=[O:2].P(Cl)(Cl)([Cl:17])=O, predict the reaction product. The product is: [Cl:17][C:5]1[C:4]([N+:1]([O-:3])=[O:2])=[CH:9][C:8]([C:10]([F:13])([F:12])[F:11])=[CH:7][N:6]=1.